This data is from Catalyst prediction with 721,799 reactions and 888 catalyst types from USPTO. The task is: Predict which catalyst facilitates the given reaction. Reactant: [Br:1]N1C(=O)CCC1=O.C(OOC(=O)C1C=CC=CC=1)(=O)C1C=CC=CC=1.[F:27][C:28]([F:44])([F:43])[C:29](=[O:42])[CH2:30][C:31]([C:34]1[CH:39]=[CH:38][CH:37]=[CH:36][C:35]=1[O:40][CH3:41])([CH3:33])[CH3:32]. The catalyst class is: 53. Product: [F:27][C:28]([F:43])([F:44])[C:29](=[O:42])[CH2:30][C:31]([C:34]1[CH:39]=[C:38]([Br:1])[CH:37]=[CH:36][C:35]=1[O:40][CH3:41])([CH3:33])[CH3:32].